From a dataset of Full USPTO retrosynthesis dataset with 1.9M reactions from patents (1976-2016). Predict the reactants needed to synthesize the given product. (1) Given the product [CH3:17][O:9][C:8](=[O:10])[C:7]1[CH:11]=[C:3]([C:2]([F:15])([F:16])[F:1])[CH:4]=[C:5]([N+:12]([O-:14])=[O:13])[CH:6]=1, predict the reactants needed to synthesize it. The reactants are: [F:1][C:2]([F:16])([F:15])[C:3]1[CH:4]=[C:5]([N+:12]([O-:14])=[O:13])[CH:6]=[C:7]([CH:11]=1)[C:8]([OH:10])=[O:9].[CH3:17]O. (2) Given the product [C:36]([OH:43])(=[O:42])/[CH:37]=[CH:38]\[C:39]([OH:41])=[O:40].[Cl:1][C:2]1[CH:3]=[C:4]([C@H:9]([CH2:21][CH2:22][N:23]2[CH2:24][CH2:25][CH:26]([N:29]3[CH2:34][CH2:33][CH2:32][NH:31][C:30]3=[O:35])[CH2:27][CH2:28]2)[CH2:10][N:11]([CH3:20])[C:12](=[O:19])[C:13]2[CH:14]=[CH:15][CH:16]=[CH:17][CH:18]=2)[CH:5]=[CH:6][C:7]=1[Cl:8], predict the reactants needed to synthesize it. The reactants are: [Cl:1][C:2]1[CH:3]=[C:4]([C@H:9]([CH2:21][CH2:22][N:23]2[CH2:28][CH2:27][CH:26]([N:29]3[CH2:34][CH2:33][CH2:32][NH:31][C:30]3=[O:35])[CH2:25][CH2:24]2)[CH2:10][N:11]([CH3:20])[C:12](=[O:19])[C:13]2[CH:18]=[CH:17][CH:16]=[CH:15][CH:14]=2)[CH:5]=[CH:6][C:7]=1[Cl:8].[C:36]([OH:43])(=[O:42])/[CH:37]=[CH:38]\[C:39]([OH:41])=[O:40]. (3) Given the product [F:1][C:2]1[CH:34]=[C:33]([F:35])[CH:32]=[CH:31][C:3]=1[CH2:4][N:5]([CH2:16][C:17]1[CH:30]=[CH:29][C:20]([O:21][C:22]2[CH:23]=[C:24]([CH:25]=[CH:26][CH:27]=2)[O:28][CH2:37][CH2:38][CH2:39][C:40]([O:42][CH2:43][CH3:44])=[O:41])=[CH:19][CH:18]=1)[C:6]1[CH:11]=[CH:10][CH:9]=[C:8]([N+:12]([O-:14])=[O:13])[C:7]=1[CH3:15], predict the reactants needed to synthesize it. The reactants are: [F:1][C:2]1[CH:34]=[C:33]([F:35])[CH:32]=[CH:31][C:3]=1[CH2:4][N:5]([CH2:16][C:17]1[CH:30]=[CH:29][C:20]([O:21][C:22]2[CH:23]=[C:24]([OH:28])[CH:25]=[CH:26][CH:27]=2)=[CH:19][CH:18]=1)[C:6]1[CH:11]=[CH:10][CH:9]=[C:8]([N+:12]([O-:14])=[O:13])[C:7]=1[CH3:15].Br[CH2:37][CH2:38][CH2:39][C:40]([O:42][CH2:43][CH3:44])=[O:41]. (4) Given the product [C:1]([O:5][C@@H:6]([C:12]1[C:39]([CH3:40])=[N:38][C:37]2=[CH:41][C:34]3=[N:35][N:36]2[C:13]=1[N:14]1[CH2:15][CH2:16][C:17]([CH3:47])([O:18][CH2:19][CH2:20][CH2:21][CH2:22][C@H:23]([CH3:44])[O:24][C:25]2[CH:26]=[C:27]([CH3:43])[CH:28]=[CH:29][C:30]=2[C@H:31]([CH3:42])[O:32][CH2:33]3)[CH2:45][CH2:46]1)[C:7]([OH:9])=[O:8])([CH3:3])([CH3:2])[CH3:4], predict the reactants needed to synthesize it. The reactants are: [C:1]([O:5][C@@H:6]([C:12]1[C:39]([CH3:40])=[N:38][C:37]2=[CH:41][C:34]3=[N:35][N:36]2[C:13]=1[N:14]1[CH2:46][CH2:45][C:17]([CH3:47])([O:18][CH2:19][CH2:20][CH2:21][CH2:22][C@H:23]([CH3:44])[O:24][C:25]2[CH:26]=[C:27]([CH3:43])[CH:28]=[CH:29][C:30]=2[CH:31]([CH3:42])[O:32][CH2:33]3)[CH2:16][CH2:15]1)[C:7]([O:9]CC)=[O:8])([CH3:4])([CH3:3])[CH3:2].[OH-].[Na+]. (5) Given the product [F:26][C:19]1[CH:20]=[CH:21][C:22]([O:24][CH3:25])=[CH:23][C:18]=1[C:15]1[CH:16]=[CH:17][C:12]([CH:8]2[CH2:7][CH2:6][C:5]3[C:10](=[CH:11][C:2]([B:30]4[O:31][C:32]([CH3:34])([CH3:33])[C:28]([CH3:44])([CH3:27])[O:29]4)=[CH:3][CH:4]=3)[O:9]2)=[CH:13][CH:14]=1, predict the reactants needed to synthesize it. The reactants are: Br[C:2]1[CH:11]=[C:10]2[C:5]([CH2:6][CH2:7][CH:8]([C:12]3[CH:17]=[CH:16][C:15]([C:18]4[CH:23]=[C:22]([O:24][CH3:25])[CH:21]=[CH:20][C:19]=4[F:26])=[CH:14][CH:13]=3)[O:9]2)=[CH:4][CH:3]=1.[CH3:27][C:28]1([CH3:44])[C:32]([CH3:34])([CH3:33])[O:31][B:30]([B:30]2[O:31][C:32]([CH3:34])([CH3:33])[C:28]([CH3:44])([CH3:27])[O:29]2)[O:29]1.C([O-])(=O)C.[K+].O. (6) Given the product [ClH:2].[Cl:2][C:3]1[CH:4]=[C:5]2[C:10](=[CH:11][CH:12]=1)[CH:9]=[C:8]([S:13]([N:16]1[CH2:21][CH2:20][N:19]([C:22]([C:24]3[NH:32][C:31]4[CH2:30][CH2:29][N:28]([CH2:33][CH3:34])[CH2:27][C:26]=4[CH:25]=3)=[O:23])[CH2:18][CH2:17]1)(=[O:15])=[O:14])[CH:7]=[CH:6]2, predict the reactants needed to synthesize it. The reactants are: Cl.[Cl:2][C:3]1[CH:4]=[C:5]2[C:10](=[CH:11][CH:12]=1)[CH:9]=[C:8]([S:13]([N:16]1[CH2:21][CH2:20][N:19]([C:22]([C:24]3[NH:32][C:31]4[CH2:30][CH2:29][NH:28][CH2:27][C:26]=4[CH:25]=3)=[O:23])[CH2:18][CH2:17]1)(=[O:15])=[O:14])[CH:7]=[CH:6]2.[C:33](O)(=O)[CH3:34].C(=O)C.C(O[BH-](OC(=O)C)OC(=O)C)(=O)C.[Na+].C(=O)(O)[O-].[Na+]. (7) Given the product [C:12]([C:16]1[CH:17]=[C:18]([CH:21]=[C:22]([C:24]([CH3:27])([CH3:26])[CH3:25])[CH:23]=1)[CH:19]=[C:31]1[CH2:32][CH2:33][CH2:34][C:29]1=[O:9])([CH3:15])([CH3:14])[CH3:13], predict the reactants needed to synthesize it. The reactants are: C1(N2CC[O:9]CC2)CCCC=1.[C:12]([C:16]1[CH:17]=[C:18]([CH:21]=[C:22]([C:24]([CH3:27])([CH3:26])[CH3:25])[CH:23]=1)[CH:19]=O)([CH3:15])([CH3:14])[CH3:13].Cl.[CH:29]1[CH:34]=[CH:33][CH:32]=[CH:31]C=1. (8) The reactants are: [C:1]([S@@:5]([NH:7][C@:8]([C:15]1[CH:20]=[CH:19][CH:18]=[C:17]([F:21])[CH:16]=1)([CH3:14])[CH2:9][C:10]([O:12]C)=[O:11])=[O:6])([CH3:4])([CH3:3])[CH3:2].[Li+].[OH-]. Given the product [C:1]([S@@:5]([NH:7][C@:8]([C:15]1[CH:20]=[CH:19][CH:18]=[C:17]([F:21])[CH:16]=1)([CH3:14])[CH2:9][C:10]([OH:12])=[O:11])=[O:6])([CH3:2])([CH3:3])[CH3:4], predict the reactants needed to synthesize it. (9) Given the product [NH2:9][C:10]1[N:15]2[N:16]=[CH:17][C:18]([C:19]3[CH:20]=[N:21][C:22]4[C:27]([CH:28]=3)=[CH:26][CH:25]=[CH:24][CH:23]=4)=[C:14]2[N:13]=[C:12]([CH:29]2[CH2:34][NH:33][CH:32]([C:35]([O:37][CH3:38])=[O:36])[CH2:31][CH2:30]2)[C:11]=1[Br:1], predict the reactants needed to synthesize it. The reactants are: [Br:1]N1C(=O)CCC1=O.[NH2:9][C:10]1[N:15]2[N:16]=[CH:17][C:18]([C:19]3[CH:20]=[N:21][C:22]4[C:27]([CH:28]=3)=[CH:26][CH:25]=[CH:24][CH:23]=4)=[C:14]2[N:13]=[C:12]([CH:29]2[CH2:34][NH:33][CH:32]([C:35]([O:37][CH3:38])=[O:36])[CH2:31][CH2:30]2)[CH:11]=1.